This data is from Full USPTO retrosynthesis dataset with 1.9M reactions from patents (1976-2016). The task is: Predict the reactants needed to synthesize the given product. (1) Given the product [CH3:33][C:30]1([CH3:34])[O:29][CH2:28][C:27]([NH:35][C:36](=[O:42])[O:37][C:38]([CH3:41])([CH3:40])[CH3:39])([CH2:25][N:20]2[C:21]3[C:16](=[C:15]([C:12]4[N:11]=[C:10]([C:7]5[CH:6]=[CH:5][C:4]([CH2:1][CH2:2][CH3:3])=[CH:9][CH:8]=5)[O:14][N:13]=4)[CH:24]=[CH:23][CH:22]=3)[CH2:17][CH2:18][CH2:19]2)[CH2:32][O:31]1, predict the reactants needed to synthesize it. The reactants are: [CH2:1]([C:4]1[CH:9]=[CH:8][C:7]([C:10]2[O:14][N:13]=[C:12]([C:15]3[CH:24]=[CH:23][CH:22]=[C:21]4[C:16]=3[CH2:17][CH2:18][CH2:19][NH:20]4)[N:11]=2)=[CH:6][CH:5]=1)[CH2:2][CH3:3].[CH:25]([C:27]1([NH:35][C:36](=[O:42])[O:37][C:38]([CH3:41])([CH3:40])[CH3:39])[CH2:32][O:31][C:30]([CH3:34])([CH3:33])[O:29][CH2:28]1)=O.[BH-](OC(C)=O)(OC(C)=O)OC(C)=O.[Na+]. (2) Given the product [C:18]([C:16]1[O:17][C:13]([CH2:12][N:8]2[C:9]3[C:5](=[C:4]([C:24]([F:26])([F:27])[F:25])[C:3]([C:1]#[N:2])=[CH:11][CH:10]=3)[CH:6]=[C:7]2[CH2:21][CH2:22][CH3:23])=[CH:14][CH:15]=1)#[N:20], predict the reactants needed to synthesize it. The reactants are: [C:1]([C:3]1[C:4]([C:24]([F:27])([F:26])[F:25])=[C:5]2[C:9](=[CH:10][CH:11]=1)[N:8]([CH2:12][C:13]1[O:17][C:16]([C:18]([NH2:20])=O)=[CH:15][CH:14]=1)[C:7]([CH2:21][CH2:22][CH3:23])=[CH:6]2)#[N:2].N1C=CC=CC=1.O=P(Cl)(Cl)Cl. (3) Given the product [NH2:8][C:9]([C:18]1[O:22][C:21]([C:23]2[CH:24]=[C:25]([C:37]([OH:39])=[O:38])[CH:26]=[C:27]([C:29]3[CH:34]=[CH:33][CH:32]=[CH:31][C:30]=3[C:35]#[N:36])[CH:28]=2)=[N:20][N:19]=1)([CH3:17])[CH2:10][C:11]1[CH:16]=[CH:15][CH:14]=[CH:13][CH:12]=1, predict the reactants needed to synthesize it. The reactants are: C(OC([NH:8][C@:9]([C:18]1[O:22][C:21]([C:23]2[CH:24]=[C:25]([C:37]([OH:39])=[O:38])[CH:26]=[C:27]([C:29]3[CH:34]=[CH:33][CH:32]=[CH:31][C:30]=3[C:35]#[N:36])[CH:28]=2)=[N:20][N:19]=1)([CH3:17])[CH2:10][C:11]1[CH:16]=[CH:15][CH:14]=[CH:13][CH:12]=1)=O)(C)(C)C.Cl. (4) Given the product [OH:11][C:12]1[CH:19]=[CH:18][C:17]([O:20][CH3:21])=[CH:16][C:13]=1[CH:14]=[O:15], predict the reactants needed to synthesize it. The reactants are: COC1C=CC(O)=CC=1.C[O:11][C:12]1[CH:19]=[CH:18][C:17]([O:20][CH3:21])=[CH:16][C:13]=1[CH:14]=[O:15]. (5) Given the product [C:17]([C:19]1[N:23]([CH3:24])[C:22]([C:2]2[CH:7]=[CH:6][C:5]([S:8]([NH:11][CH:12]3[CH2:15][CH2:14][CH2:13]3)(=[O:10])=[O:9])=[CH:4][C:3]=2[F:16])=[CH:21][CH:20]=1)#[N:18], predict the reactants needed to synthesize it. The reactants are: Br[C:2]1[CH:7]=[CH:6][C:5]([S:8]([NH:11][CH:12]2[CH2:15][CH2:14][CH2:13]2)(=[O:10])=[O:9])=[CH:4][C:3]=1[F:16].[C:17]([C:19]1[N:23]([CH3:24])[C:22](B(O)O)=[CH:21][CH:20]=1)#[N:18].[F-].[K+].C(P(C(C)(C)C)C(C)(C)C)(C)(C)C. (6) Given the product [C:1]([NH:4][C:5]1[S:9][C:8]2[C:10]([O:15][CH2:16][CH2:17][N:18]([CH2:21][CH3:22])[CH2:19][CH3:20])=[C:11]([C:28]3[CH:33]=[CH:32][CH:31]=[CH:30][CH:29]=3)[CH:12]=[CH:13][C:7]=2[C:6]=1[C:23]([O:25][CH2:26][CH3:27])=[O:24])(=[O:3])[CH3:2], predict the reactants needed to synthesize it. The reactants are: [C:1]([NH:4][C:5]1[S:9][C:8]2[C:10]([O:15][CH2:16][CH2:17][N:18]([CH2:21][CH3:22])[CH2:19][CH3:20])=[C:11](Br)[CH:12]=[CH:13][C:7]=2[C:6]=1[C:23]([O:25][CH2:26][CH3:27])=[O:24])(=[O:3])[CH3:2].[C:28]1(B(O)O)[CH:33]=[CH:32][CH:31]=[CH:30][CH:29]=1.P([O-])([O-])([O-])=O.[K+].[K+].[K+]. (7) Given the product [CH2:55]([O:26][C:25](=[O:27])[C@@H:2]([NH:1][C:28]([O:30][CH2:31][CH:32]1[C:33]2[CH:34]=[CH:35][CH:36]=[CH:37][C:38]=2[C:39]2[C:44]1=[CH:43][CH:42]=[CH:41][CH:40]=2)=[O:29])[CH2:3][CH2:4][CH2:5][CH2:6][NH:7][C:8](=[O:9])[CH2:10][CH2:11][CH2:12][CH2:13][CH2:14][CH2:15][CH2:16][CH2:17][CH2:18][CH2:19][CH2:20][CH2:21][CH2:22][CH2:23][CH3:24])[C:46]1[CH:54]=[CH:50][CH:49]=[CH:48][CH:47]=1, predict the reactants needed to synthesize it. The reactants are: [NH:1]([C:28]([O:30][CH2:31][CH:32]1[C:44]2[C:39](=[CH:40][CH:41]=[CH:42][CH:43]=2)[C:38]2[C:33]1=[CH:34][CH:35]=[CH:36][CH:37]=2)=[O:29])[C@H:2]([C:25]([OH:27])=[O:26])[CH2:3][CH2:4][CH2:5][CH2:6][NH:7][C:8]([CH2:10][CH2:11][CH2:12][CH2:13][CH2:14][CH2:15][CH2:16][CH2:17][CH2:18][CH2:19][CH2:20][CH2:21][CH2:22][CH2:23][CH3:24])=[O:9].O[C:46]1[C:54]2N=NN[C:50]=2[CH:49]=[CH:48][CH:47]=1.[CH3:55]N(C)CCCN=C=NCC.Cl.C(N(C(C)C)C(C)C)C. (8) Given the product [CH2:1]([C:8]1[C:9]([OH:18])=[CH:10][CH:11]=[CH:12][C:13]=1[OH:14])[C:2]1[CH:3]=[CH:4][CH:5]=[CH:6][CH:7]=1, predict the reactants needed to synthesize it. The reactants are: [CH2:1]([C:8]1[C:13]([O:14]COC)=[CH:12][CH:11]=[CH:10][C:9]=1[O:18]COC)[C:2]1[CH:7]=[CH:6][CH:5]=[CH:4][CH:3]=1.Cl.O. (9) The reactants are: C[O:2][C:3](=[O:22])[C:4]([CH3:21])([N:6]([CH3:20])[S:7]([C:10]1[CH:11]=[CH:12][CH:13]=[C:14]2[C:19]=1[N:18]=[CH:17][CH:16]=[CH:15]2)(=[O:9])=[O:8])[CH3:5].C1COCC1.CO.O[Li].O. Given the product [CH3:21][C:4]([N:6]([CH3:20])[S:7]([C:10]1[CH:11]=[CH:12][CH:13]=[C:14]2[C:19]=1[N:18]=[CH:17][CH:16]=[CH:15]2)(=[O:8])=[O:9])([CH3:5])[C:3]([OH:22])=[O:2], predict the reactants needed to synthesize it. (10) Given the product [CH2:42]([O:41][C:39](=[O:40])/[CH:38]=[CH:37]/[CH2:36][N:26]1[C:27]2[C:32](=[CH:31][CH:30]=[CH:29][CH:28]=2)[C:33]([CH3:35])([CH3:34])[CH:25]1/[CH:24]=[CH:23]/[CH:22]=[CH:21]/[CH:20]=[C:10]1/[N:9]([CH2:8]/[CH:7]=[CH:6]/[C:5]([O:4][CH2:2][CH3:3])=[O:44])[C:17]2[C:12]([C:11]/1([CH3:18])[CH3:19])=[CH:13][CH:14]=[CH:15][CH:16]=2)[CH3:43], predict the reactants needed to synthesize it. The reactants are: [Br-].[CH2:2]([O:4][C:5](=[O:44])/[CH:6]=[CH:7]/[CH2:8][N+:9]1[C:17]2[C:12](=[CH:13][CH:14]=[CH:15][CH:16]=2)[C:11]([CH3:19])([CH3:18])[C:10]=1/[CH:20]=[CH:21]/[CH:22]=[CH:23]/[CH:24]=[C:25]1/[N:26]([CH2:36]/[CH:37]=[CH:38]/[C:39]([O:41][CH2:42][CH3:43])=[O:40])[C:27]2[C:32]([C:33]/1([CH3:35])[CH3:34])=[CH:31][CH:30]=[CH:29][CH:28]=2)[CH3:3].[BH4-].[Na+].